Predict which catalyst facilitates the given reaction. From a dataset of Catalyst prediction with 721,799 reactions and 888 catalyst types from USPTO. (1) Reactant: [Cl:1][C:2]1[N:7]=[CH:6][C:5]([OH:8])=[CH:4][CH:3]=1.I[CH2:10][C:11]([CH3:14])([CH3:13])[CH3:12].C(=O)([O-])[O-].[Cs+].[Cs+]. Product: [Cl:1][C:2]1[CH:3]=[CH:4][C:5]([O:8][CH2:10][C:11]([CH3:14])([CH3:13])[CH3:12])=[CH:6][N:7]=1. The catalyst class is: 270. (2) Product: [C:8]1([CH2:7][NH:14][CH2:15][C@H:16]2[CH2:20][CH2:19][CH2:18][NH:17]2)[CH:9]=[CH:10][CH:11]=[CH:12][CH:13]=1. Reactant: [H-].[Al+3].[Li+].[H-].[H-].[H-].[CH2:7]([NH:14][C:15](=O)[C@H:16]1[CH2:20][CH2:19][C:18](=O)[NH:17]1)[C:8]1[CH:13]=[CH:12][CH:11]=[CH:10][CH:9]=1.O.[OH-].[Na+]. The catalyst class is: 7.